Dataset: Reaction yield outcomes from USPTO patents with 853,638 reactions. Task: Predict the reaction yield, written as a fraction of the theoretical maximum amount of product (1.0 means a 100% yield; for example, 0.34 means a 34% yield). (1) The reactants are [CH2:1]([O:3][C:4]([C:6]1[N:7]=[C:8]([S:21][CH3:22])[NH:9][C:10](=[O:20])[C:11]=1[O:12][CH2:13][C:14]1[CH:19]=[CH:18][CH:17]=[CH:16][CH:15]=1)=[O:5])[CH3:2].[H-].[Na+].I[CH3:26]. The catalyst is CN(C)C=O. The product is [CH2:1]([O:3][C:4]([C:6]1[C:11]([O:12][CH2:13][C:14]2[CH:19]=[CH:18][CH:17]=[CH:16][CH:15]=2)=[C:10]([O:20][CH3:26])[N:9]=[C:8]([S:21][CH3:22])[N:7]=1)=[O:5])[CH3:2]. The yield is 0.0900. (2) The reactants are [Br:1][C:2]1[CH:7]=[CH:6][C:5]([NH2:8])=[C:4](I)[CH:3]=1.[CH3:10][C:11]1([CH3:20])[CH2:16][CH2:15][C:14](B(O)O)=[CH:13][CH2:12]1.C([O-])([O-])=O.[Na+].[Na+].CCOC(C)=O. The catalyst is O1CCOCC1.C1C=CC([P]([Pd]([P](C2C=CC=CC=2)(C2C=CC=CC=2)C2C=CC=CC=2)([P](C2C=CC=CC=2)(C2C=CC=CC=2)C2C=CC=CC=2)[P](C2C=CC=CC=2)(C2C=CC=CC=2)C2C=CC=CC=2)(C2C=CC=CC=2)C2C=CC=CC=2)=CC=1. The product is [Br:1][C:2]1[CH:7]=[CH:6][C:5]([NH2:8])=[C:4]([C:14]2[CH2:15][CH2:16][C:11]([CH3:20])([CH3:10])[CH2:12][CH:13]=2)[CH:3]=1. The yield is 0.910. (3) The reactants are [C:1]([C:3]1[C@@H:8]([C:9]2[CH:14]=[CH:13][C:12]([C:15]#[N:16])=[CH:11][C:10]=2[S:17]([CH3:20])(=[O:19])=[O:18])[N:7]([CH2:21][C:22](O)=[O:23])[C:6](=[O:25])[N:5]([C:26]2[CH:31]=[CH:30][CH:29]=[C:28]([C:32]([F:35])([F:34])[F:33])[CH:27]=2)[C:4]=1[CH3:36])#[N:2].CN(C(ON1N=NC2C=CC=NC1=2)=[N+](C)C)C.F[P-](F)(F)(F)(F)F.[NH2:61][CH2:62][CH2:63][OH:64].C(N(CC)C(C)C)(C)C. The catalyst is CN(C=O)C. The product is [C:1]([C:3]1[C@@H:8]([C:9]2[CH:14]=[CH:13][C:12]([C:15]#[N:16])=[CH:11][C:10]=2[S:17]([CH3:20])(=[O:18])=[O:19])[N:7]([CH2:21][C:22]([NH:61][CH2:62][CH2:63][OH:64])=[O:23])[C:6](=[O:25])[N:5]([C:26]2[CH:31]=[CH:30][CH:29]=[C:28]([C:32]([F:34])([F:33])[F:35])[CH:27]=2)[C:4]=1[CH3:36])#[N:2]. The yield is 0.820. (4) The reactants are C([O:3][C:4](=[O:7])[CH2:5][SH:6])C.[H-].[Na+].[Cl:10][C:11]1[CH:16]=[C:15]([Cl:17])[CH:14]=[CH:13][C:12]=1[O:18][CH2:19]Cl. The catalyst is CN(C=O)C. The product is [Cl:10][C:11]1[CH:16]=[C:15]([Cl:17])[CH:14]=[CH:13][C:12]=1[O:18][CH2:19][S:6][CH2:5][C:4]([OH:3])=[O:7]. The yield is 0.570. (5) The reactants are [Cl:1][C:2]1[C:7]([CH:8]([OH:10])[CH3:9])=[CH:6][CH:5]=[CH:4][N:3]=1.C(O)(C)C.C([O-])(O)=O.[Na+]. The catalyst is CC(C)=O.[O-2].[Cr+6].[O-2].[O-2]. The product is [Cl:1][C:2]1[C:7]([C:8](=[O:10])[CH3:9])=[CH:6][CH:5]=[CH:4][N:3]=1. The yield is 0.770. (6) The reactants are P(Br)(Br)([Br:3])=O.[CH3:6][CH:7]1[C:13]2[NH:14][C:15](=O)[CH:16]=[CH:17][C:12]=2[CH2:11][CH2:10][N:9]([C:19](=[O:24])[C:20]([F:23])([F:22])[F:21])[CH2:8]1. The catalyst is CN(C=O)C. The product is [Br:3][C:15]1[CH:16]=[CH:17][C:12]2[CH2:11][CH2:10][N:9]([C:19](=[O:24])[C:20]([F:23])([F:22])[F:21])[CH2:8][CH:7]([CH3:6])[C:13]=2[N:14]=1. The yield is 0.560. (7) The reactants are C(N[C:5]1[CH:10]=[C:9]([O:11][C:12]2[C:17]([F:18])=[CH:16][C:15]([NH:19][C:20]([C:22]3([C:25]([NH:27][C:28]4[CH:33]=[CH:32][C:31]([F:34])=[CH:30][CH:29]=4)=[O:26])[CH2:24][CH2:23]3)=[O:21])=[C:14]([F:35])[CH:13]=2)[CH:8]=[CH:7][N:6]=1)(=O)C.C(=O)([O-])[O-].[Cs+].[Cs+].[C:42]([NH-:47])(=[O:46])[CH:43]([CH3:45])[CH3:44].CC1(C)C2C(=C(P(C3C=CC=CC=3)C3C=CC=CC=3)C=CC=2)OC2C(P(C3C=CC=CC=3)C3C=CC=CC=3)=CC=CC1=2. The catalyst is O1CCOCC1.C(OCC)(=O)C.C1C=CC(/C=C/C(/C=C/C2C=CC=CC=2)=O)=CC=1.C1C=CC(/C=C/C(/C=C/C2C=CC=CC=2)=O)=CC=1.C1C=CC(/C=C/C(/C=C/C2C=CC=CC=2)=O)=CC=1.[Pd].[Pd]. The product is [F:35][C:14]1[CH:13]=[C:12]([O:11][C:9]2[CH:8]=[CH:7][N:6]=[C:5]([NH:47][C:42](=[O:46])[CH:43]([CH3:45])[CH3:44])[CH:10]=2)[C:17]([F:18])=[CH:16][C:15]=1[NH:19][C:20]([C:22]1([C:25]([NH:27][C:28]2[CH:29]=[CH:30][C:31]([F:34])=[CH:32][CH:33]=2)=[O:26])[CH2:24][CH2:23]1)=[O:21]. The yield is 0.410. (8) The reactants are [N:1]1([C:7]2[N:16]=[CH:15][C:14]3[C:13](=O)[NH:12][CH:11]=[N:10][C:9]=3[CH:8]=2)[CH2:6][CH2:5][O:4][CH2:3][CH2:2]1.P(Cl)(Cl)([Cl:20])=O.CCN(C(C)C)C(C)C. The catalyst is O1CCOCC1. The product is [Cl:20][C:13]1[C:14]2[CH:15]=[N:16][C:7]([N:1]3[CH2:6][CH2:5][O:4][CH2:3][CH2:2]3)=[CH:8][C:9]=2[N:10]=[CH:11][N:12]=1. The yield is 0.960.